Regression. Given two drug SMILES strings and cell line genomic features, predict the synergy score measuring deviation from expected non-interaction effect. From a dataset of NCI-60 drug combinations with 297,098 pairs across 59 cell lines. (1) Drug 1: C1=CC=C(C=C1)NC(=O)CCCCCCC(=O)NO. Drug 2: C1CCC(C(C1)N)N.C(=O)(C(=O)[O-])[O-].[Pt+4]. Cell line: NCI-H460. Synergy scores: CSS=36.6, Synergy_ZIP=0.627, Synergy_Bliss=3.02, Synergy_Loewe=-4.73, Synergy_HSA=3.15. (2) Drug 1: CCN(CC)CCNC(=O)C1=C(NC(=C1C)C=C2C3=C(C=CC(=C3)F)NC2=O)C. Drug 2: CCC1(C2=C(COC1=O)C(=O)N3CC4=CC5=C(C=CC(=C5CN(C)C)O)N=C4C3=C2)O.Cl. Cell line: NCIH23. Synergy scores: CSS=23.0, Synergy_ZIP=-5.53, Synergy_Bliss=1.40, Synergy_Loewe=-15.0, Synergy_HSA=-3.42. (3) Drug 1: CC1=C2C(C(=O)C3(C(CC4C(C3C(C(C2(C)C)(CC1OC(=O)C(C(C5=CC=CC=C5)NC(=O)C6=CC=CC=C6)O)O)OC(=O)C7=CC=CC=C7)(CO4)OC(=O)C)O)C)OC(=O)C. Drug 2: C1=CC(=C(C=C1I)F)NC2=C(C=CC(=C2F)F)C(=O)NOCC(CO)O. Synergy scores: CSS=32.5, Synergy_ZIP=2.24, Synergy_Bliss=2.19, Synergy_Loewe=-8.98, Synergy_HSA=3.71. Cell line: T-47D. (4) Drug 1: CN(CCCl)CCCl.Cl. Drug 2: B(C(CC(C)C)NC(=O)C(CC1=CC=CC=C1)NC(=O)C2=NC=CN=C2)(O)O. Cell line: TK-10. Synergy scores: CSS=31.5, Synergy_ZIP=-4.69, Synergy_Bliss=-0.529, Synergy_Loewe=-19.5, Synergy_HSA=-0.639. (5) Drug 1: CC1C(C(CC(O1)OC2CC(CC3=C2C(=C4C(=C3O)C(=O)C5=C(C4=O)C(=CC=C5)OC)O)(C(=O)C)O)N)O.Cl. Drug 2: N.N.Cl[Pt+2]Cl. Cell line: IGROV1. Synergy scores: CSS=25.0, Synergy_ZIP=-6.21, Synergy_Bliss=3.56, Synergy_Loewe=-19.7, Synergy_HSA=4.32. (6) Drug 2: C1=CN(C(=O)N=C1N)C2C(C(C(O2)CO)O)O.Cl. Synergy scores: CSS=0.204, Synergy_ZIP=-2.30, Synergy_Bliss=0.0000920, Synergy_Loewe=-12.1, Synergy_HSA=-5.20. Cell line: KM12. Drug 1: C1CCN(CC1)CCOC2=CC=C(C=C2)C(=O)C3=C(SC4=C3C=CC(=C4)O)C5=CC=C(C=C5)O. (7) Drug 1: CN(CCCl)CCCl.Cl. Drug 2: C(CN)CNCCSP(=O)(O)O. Cell line: NCIH23. Synergy scores: CSS=22.4, Synergy_ZIP=-10.2, Synergy_Bliss=-4.52, Synergy_Loewe=-62.2, Synergy_HSA=-6.93.